Dataset: Kinase inhibitor binding affinity data with 442 proteins and 68 drugs (Kd values). Task: Regression. Given a target protein amino acid sequence and a drug SMILES string, predict the binding affinity score between them. We predict pKd (pKd = -log10(Kd in M); higher means stronger binding). Dataset: davis. (1) The small molecule is Cc1ccc(Nc2nccc(N(C)c3ccc4c(C)n(C)nc4c3)n2)cc1S(N)(=O)=O. The target protein (EPHA1) has sequence MERRWPLGLGLVLLLCAPLPPGARAKEVTLMDTSKAQGELGWLLDPPKDGWSEQQQILNGTPLYMYQDCPMQGRRDTDHWLRSNWIYRGEEASRVHVELQFTVRDCKSFPGGAGPLGCKETFNLLYMESDQDVGIQLRRPLFQKVTTVAADQSFTIRDLVSGSVKLNVERCSLGRLTRRGLYLAFHNPGACVALVSVRVFYQRCPETLNGLAQFPDTLPGPAGLVEVAGTCLPHARASPRPSGAPRMHCSPDGEWLVPVGRCHCEPGYEEGGSGEACVACPSGSYRMDMDTPHCLTCPQQSTAESEGATICTCESGHYRAPGEGPQVACTGPPSAPRNLSFSASGTQLSLRWEPPADTGGRQDVRYSVRCSQCQGTAQDGGPCQPCGVGVHFSPGARGLTTPAVHVNGLEPYANYTFNVEAQNGVSGLGSSGHASTSVSISMGHAESLSGLSLRLVKKEPRQLELTWAGSRPRSPGANLTYELHVLNQDEERYQMVLEPR.... The pKd is 5.0. (2) The small molecule is CC1CCN(C(=O)CC#N)CC1N(C)c1ncnc2[nH]ccc12. The target protein (MLK3) has sequence MEPLKSLFLKSPLGSWNGSGSGGGGGGGGGRPEGSPKAAGYANPVWTALFDYEPSGQDELALRKGDRVEVLSRDAAISGDEGWWAGQVGGQVGIFPSNYVSRGGGPPPCEVASFQELRLEEVIGIGGFGKVYRGSWRGELVAVKAARQDPDEDISVTAESVRQEARLFAMLAHPNIIALKAVCLEEPNLCLVMEYAAGGPLSRALAGRRVPPHVLVNWAVQIARGMHYLHCEALVPVIHRDLKSNNILLLQPIESDDMEHKTLKITDFGLAREWHKTTQMSAAGTYAWMAPEVIKASTFSKGSDVWSFGVLLWELLTGEVPYRGIDCLAVAYGVAVNKLTLPIPSTCPEPFAQLMADCWAQDPHRRPDFASILQQLEALEAQVLREMPRDSFHSMQEGWKREIQGLFDELRAKEKELLSREEELTRAAREQRSQAEQLRRREHLLAQWELEVFERELTLLLQQVDRERPHVRRRRGTFKRSKLRARDGGERISMPLDFKH.... The pKd is 5.0. (3) The drug is CC1CCN(C(=O)CC#N)CC1N(C)c1ncnc2[nH]ccc12. The target protein (MAP4K4) has sequence MANDSPAKSLVDIDLSSLRDPAGIFELVEVVGNGTYGQVYKGRHVKTGQLAAIKVMDVTEDEEEEIKLEINMLKKYSHHRNIATYYGAFIKKSPPGHDDQLWLVMEFCGAGSITDLVKNTKGNTLKEDWIAYISREILRGLAHLHIHHVIHRDIKGQNVLLTENAEVKLVDFGVSAQLDRTVGRRNTFIGTPYWMAPEVIACDENPDATYDYRSDLWSCGITAIEMAEGAPPLCDMHPMRALFLIPRNPPPRLKSKKWSKKFFSFIEGCLVKNYMQRPSTEQLLKHPFIRDQPNERQVRIQLKDHIDRTRKKRGEKDETEYEYSGSEEEEEEVPEQEGEPSSIVNVPGESTLRRDFLRLQQENKERSEALRRQQLLQEQQLREQEEYKRQLLAERQKRIEQQKEQRRRLEEQQRREREARRQQEREQRRREQEEKRRLEELERRRKEEEERRRAEEEKRRVEREQEYIRRQLEEEQRHLEVLQQQLLQEQAMLLHDHRRP.... The pKd is 5.0. (4) The pKd is 5.0. The target protein (TAOK2) has sequence MPAGGRAGSLKDPDVAELFFKDDPEKLFSDLREIGHGSFGAVYFARDVRNSEVVAIKKMSYSGKQSNEKWQDIIKEVRFLQKLRHPNTIQYRGCYLREHTAWLVMEYCLGSASDLLEVHKKPLQEVEIAAVTHGALQGLAYLHSHNMIHRDVKAGNILLSEPGLVKLGDFGSASIMAPANSFVGTPYWMAPEVILAMDEGQYDGKVDVWSLGITCIELAERKPPLFNMNAMSALYHIAQNESPVLQSGHWSEYFRNFVDSCLQKIPQDRPTSEVLLKHRFVLRERPPTVIMDLIQRTKDAVRELDNLQYRKMKKILFQEAPNGPGAEAPEEEEEAEPYMHRAGTLTSLESSHSVPSMSISASSQSSSVNSLADASDNEEEEEEEEEEEEEEEGPEAREMAMMQEGEHTVTSHSSIIHRLPGSDNLYDDPYQPEITPSPLQPPAAPAPTSTTSSARRRAYCRNRDHFATIRTASLVSRQIQEHEQDSALREQLSGYKRMRR.... The compound is COc1ccc(COc2ccc(Cc3cnc(N)nc3N)cc2OC)cc1. (5) The small molecule is CCC1C(=O)N(C)c2cnc(Nc3ccc(C(=O)NC4CCN(C)CC4)cc3OC)nc2N1C1CCCC1. The target protein (ERK4) has sequence MAEKGDCIASVYGYDLGGRFVDFQPLGFGVNGLVLSAVDSRACRKVAVKKIALSDARSMKHALREIKIIRRLDHDNIVKVYEVLGPKGTDLQGELFKFSVAYIVQEYMETDLARLLEQGTLAEEHAKLFMYQLLRGLKYIHSANVLHRDLKPANIFISTEDLVLKIGDFGLARIVDQHYSHKGYLSEGLVTKWYRSPRLLLSPNNYTKAIDMWAAGCILAEMLTGRMLFAGAHELEQMQLILETIPVIREEDKDELLRVMPSFVSSTWEVKRPLRKLLPEVNSEAIDFLEKILTFNPMDRLTAEMGLQHPYMSPYSCPEDEPTSQHPFRIEDEIDDIVLMAANQSQLSNWDTCSSRYPVSLSSDLEWRPDRCQDASEVQRDPRAGSAPLAEDVQVDPRKDSHSSSERFLEQSHSSMERAFEADYGRSCDYKVGSPSYLDKLLWRDNKPHHYSEPKLILDLSHWKQAAGAPPTATGLADTGAREDEPASLFLEIAQWVKST.... The pKd is 5.0. (6) The small molecule is C=CC(=O)Nc1cc2c(Nc3ccc(F)c(Cl)c3)ncnc2cc1OCCCN1CCOCC1. The target protein (EPHA5) has sequence AARDSGTGGGSEKMRGSGPRGAGRRRPPSGGGDTPITPASLAGCYSAPRRAPLWTCLLLCAALRTLLASPSNEVNLLDSRTVMGDLGWIAFPKNGWEEIGEVDENYAPIHTYQVCKVMEQNQNNWLLTSWISNEGASRIFIELKFTLRDCNSLPGGLGTCKETFNMYYFESDDQNGRNIKENQYIKIDTIAADESFTELDLGDRVMKLNTEVRDVGPLSKKGFYLAFQDVGACIALVSVRVYYKKCPSVVRHLAVFPDTITGADSSQLLEVSGSCVNHSVTDEPPKMHCSAEGEWLVPIGKCMCKAGYEEKNGTCQVCRPGFFKASPHIQSCGKCPPHSYTHEEASTSCVCEKDYFRRESDPPTMACTRPPSAPRNAISNVNETSVFLEWIPPADTGGRKDVSYYIACKKCNSHAGVCEECGGHVRYLPRQSGLKNTSVMMVDLLAHTNYTFEIEAVNGVSDLSPGARQYVSVNVTTNQAAPSPVTNVKKGKIAKNSISL.... The pKd is 5.9. (7) The drug is Cc1cn(-c2cc(NC(=O)c3ccc(C)c(Nc4nccc(-c5cccnc5)n4)c3)cc(C(F)(F)F)c2)cn1. The target protein (CDC2L2) has sequence EESEEEEEEEEEEEEETGSNSEEASEQSAEEVSEEEMSEDEERENENHLLVVPESRFDRDSGESEEAEEEVGEGTPQSSALTEGDYVPDSPALLPIELKQELPKYLPALQGCRSVEEFQCLNRIEEGTYGVVYRAKDKKTDEIVALKRLKMEKEKEGFPITSLREINTILKAQHPNIVTVREIVVGSNMDKIYIVMNYVEHDLKSLMETMKQPFLPGEVKTLMIQLLRGVKHLHDNWILHRDLKTSNLLLSHAGILKVGDFGLAREYGSPLKAYTPVVVTQWYRAPELLLGAKEYSTAVDMWSVGCIFGELLTQKPLFPGNSEIDQINKVFKELGTPSEKIWPGYSELPVVKKMTFSEHPYNNLRKRFGALLSDQGFDLMNKFLTYFPGRRISAEDGLKHEYFRETPLPIDPSMFPTWPAKSEQQRVKRGTSPRPPEGGLGYSQLGDDDLKETGFHLTTTNQGASAAGPGFSLKF. The pKd is 5.0.